Regression/Classification. Given a drug SMILES string, predict its absorption, distribution, metabolism, or excretion properties. Task type varies by dataset: regression for continuous measurements (e.g., permeability, clearance, half-life) or binary classification for categorical outcomes (e.g., BBB penetration, CYP inhibition). Dataset: cyp2d6_substrate_carbonmangels. From a dataset of CYP2D6 substrate classification data from Carbon-Mangels et al.. (1) The drug is COC(=O)C1=C(C)NC(C)=C(C(=O)OCCN(C)Cc2ccccc2)[C@H]1c1cccc([N+](=O)[O-])c1. The result is 1 (substrate). (2) The molecule is O=c1ccc2ccccc2o1. The result is 0 (non-substrate). (3) The drug is C[C@@H]1C[C@H]2[C@@H]3CCC4=CC(=O)C=C[C@]4(C)C3=CC[C@]2(C)[C@H]1C(=O)CN1CCN(c2cc(N3CCCC3)nc(N3CCCC3)n2)CC1. The result is 0 (non-substrate). (4) The molecule is O=C(Cn1c(=O)sc2ccc(Cl)cc21)N1CCN(CCO)CC1. The result is 0 (non-substrate). (5) The molecule is Cc1cc(-c2ccccc2)nnc1NCCN1CCOCC1. The result is 1 (substrate). (6) The result is 1 (substrate). The molecule is C[C@]12CC[C@H]3[C@@H](CCC4=CC(=O)CC[C@@]43C)[C@@H]1CC[C@@H]2O.